This data is from Reaction yield outcomes from USPTO patents with 853,638 reactions. The task is: Predict the reaction yield, written as a fraction of the theoretical maximum amount of product (1.0 means a 100% yield; for example, 0.34 means a 34% yield). (1) The reactants are [NH2:1][C:2]1[C:7](=[O:8])[N:6]([C@@H:9]2[O:31][C@H:30]([CH2:32][O:33][C:34](=[O:41])[C:35]3[CH:40]=[CH:39][CH:38]=[CH:37][CH:36]=3)[C@@H:20]([O:21][C:22](=[O:29])[C:23]3[CH:28]=[CH:27][CH:26]=[CH:25][CH:24]=3)[C@H:10]2[O:11][C:12](=[O:19])[C:13]2[CH:18]=[CH:17][CH:16]=[CH:15][CH:14]=2)[C:5](=[O:42])[NH:4][C:3]=1[NH2:43].[CH3:44]C1C=CC(S(O)(=O)=O)=CC=1. The catalyst is C(OC(OCC)OCC)C. The product is [C:12]([O:11][C@@H:10]1[C@H:20]([O:21][C:22](=[O:29])[C:23]2[CH:24]=[CH:25][CH:26]=[CH:27][CH:28]=2)[C@@H:30]([CH2:32][O:33][C:34](=[O:41])[C:35]2[CH:40]=[CH:39][CH:38]=[CH:37][CH:36]=2)[O:31][C@H:9]1[N:6]1[C:7](=[O:8])[C:2]2[NH:1][CH:44]=[N:43][C:3]=2[NH:4][C:5]1=[O:42])(=[O:19])[C:13]1[CH:14]=[CH:15][CH:16]=[CH:17][CH:18]=1. The yield is 0.500. (2) The reactants are [OH-].[Na+].[F:3][C:4]1[CH:9]=[CH:8][C:7]([C:10]2[O:28][C:13]3=[N:14][CH:15]=[C:16]([C:18]4[CH:19]=[C:20]([CH:25]=[CH:26][CH:27]=4)[C:21]([O:23]C)=[O:22])[CH:17]=[C:12]3[C:11]=2[C:29](=[O:32])[NH:30][CH3:31])=[CH:6][CH:5]=1. The product is [F:3][C:4]1[CH:9]=[CH:8][C:7]([C:10]2[O:28][C:13]3=[N:14][CH:15]=[C:16]([C:18]4[CH:19]=[C:20]([CH:25]=[CH:26][CH:27]=4)[C:21]([OH:23])=[O:22])[CH:17]=[C:12]3[C:11]=2[C:29](=[O:32])[NH:30][CH3:31])=[CH:6][CH:5]=1. The yield is 0.950. The catalyst is CO.CCOC(C)=O. (3) The reactants are [CH2:1]([N:3]1[CH:11]=[C:10]2[C:5]([CH:6]=[C:7]([C:13]([O:15][CH2:16][CH3:17])=[O:14])[CH:8]=[C:9]2[OH:12])=[N:4]1)[CH3:2].FC1C=CC([CH2:25][S:26]([CH2:29][C:30]2[CH:35]=CC(F)=CC=2)(=[O:28])=[O:27])=CC=1.C(=O)([O-])[O-].[Cs+].[Cs+].[C:43](=O)([O-])[O-].[K+].[K+].C(O[CH2:53][CH3:54])(=O)C. The catalyst is CN(C)C=O. The product is [CH2:1]([N:3]1[CH:11]=[C:10]2[C:5]([CH:6]=[C:7]([C:13]([O:15][CH2:16][CH3:17])=[O:14])[CH:8]=[C:9]2[O:12][C:54]2[CH:53]=[CH:43][C:29]([S:26]([CH3:25])(=[O:27])=[O:28])=[CH:30][CH:35]=2)=[N:4]1)[CH3:2]. The yield is 0.180. (4) The reactants are [CH3:1][S:2]([C:5]1[CH:10]=[CH:9][C:8]([N:11]2[CH2:15][C:14](O)([C:16]([F:19])([F:18])[F:17])[N:13]=[C:12]2[C:21]2[CH:29]=[CH:28][C:24]3[O:25][CH2:26][O:27][C:23]=3[CH:22]=2)=[CH:7][CH:6]=1)(=[O:4])=[O:3].O.C1(C)C=CC(S(O)(=O)=O)=CC=1. The catalyst is C1(C)C=CC=CC=1. The product is [CH3:1][S:2]([C:5]1[CH:6]=[CH:7][C:8]([N:11]2[CH:15]=[C:14]([C:16]([F:19])([F:18])[F:17])[N:13]=[C:12]2[C:21]2[CH:29]=[CH:28][C:24]3[O:25][CH2:26][O:27][C:23]=3[CH:22]=2)=[CH:9][CH:10]=1)(=[O:4])=[O:3]. The yield is 0.800. (5) The product is [Cl:1][C:6]1[CH:5]=[C:4]([CH3:10])[C:3]([I:2])=[CH:8][N:7]=1. The yield is 0.300. The reactants are [ClH:1].[I:2][C:3]1[C:4]([CH3:10])=[CH:5][C:6](N)=[N:7][CH:8]=1.N([O-])=O.[Na+]. The catalyst is O. (6) The reactants are C(NC(C)C)(C)C.[Li]CCCC.CCCCCC.[CH:19]1([C:22]([O:24][C:25]([CH3:28])([CH3:27])[CH3:26])=[O:23])[CH2:21][CH2:20]1.[CH:29](=[O:36])[C:30]1[CH:35]=[CH:34][CH:33]=[CH:32][CH:31]=1. The catalyst is C1COCC1. The product is [OH:36][CH:29]([C:30]1[CH:35]=[CH:34][CH:33]=[CH:32][CH:31]=1)[C:19]1([C:22]([O:24][C:25]([CH3:28])([CH3:27])[CH3:26])=[O:23])[CH2:21][CH2:20]1. The yield is 0.578.